From a dataset of Catalyst prediction with 721,799 reactions and 888 catalyst types from USPTO. Predict which catalyst facilitates the given reaction. (1) Reactant: Cl.[NH2:2][CH2:3][CH2:4][CH2:5][CH2:6][CH2:7][C:8]([O:10][CH3:11])=[O:9].[F:12][C:13]([F:24])([F:23])[C:14](O[C:14](=[O:15])[C:13]([F:24])([F:23])[F:12])=[O:15].C(N(CC)CC)C. Product: [F:12][C:13]([F:24])([F:23])[C:14]([NH:2][CH2:3][CH2:4][CH2:5][CH2:6][CH2:7][C:8]([O:10][CH3:11])=[O:9])=[O:15]. The catalyst class is: 2. (2) Reactant: [C:1]([C:3]1[CH:4]=[C:5]2[C:10](=[CH:11][CH:12]=1)[C:8](=[O:9])[O:7][CH2:6]2)#[N:2].[NH2:13][OH:14]. Product: [OH:14][N:13]=[C:1]([C:3]1[CH:4]=[C:5]2[C:10](=[CH:11][CH:12]=1)[C:8](=[O:9])[O:7][CH2:6]2)[NH2:2]. The catalyst class is: 14. (3) Reactant: [CH3:1][C:2]([O:7][C:8]1[CH:13]=[CH:12][C:11]([C:14]([F:17])([F:16])[F:15])=[CH:10][N:9]=1)([CH3:6])[C:3]([OH:5])=O.[CH3:18][C:19]1[CH:24]=[CH:23][C:22]([CH2:25][CH:26]([C:30]2[CH:35]=[CH:34][CH:33]=[CH:32][CH:31]=2)[CH:27]([NH2:29])[CH3:28])=[CH:21][CH:20]=1.C(N(C(C)C)CC)(C)C. The catalyst class is: 2. Product: [CH3:6][C:2]([O:7][C:8]1[CH:13]=[CH:12][C:11]([C:14]([F:17])([F:16])[F:15])=[CH:10][N:9]=1)([CH3:1])[C:3]([NH:29][CH:27]([CH3:28])[CH:26]([C:30]1[CH:35]=[CH:34][CH:33]=[CH:32][CH:31]=1)[CH2:25][C:22]1[CH:23]=[CH:24][C:19]([CH3:18])=[CH:20][CH:21]=1)=[O:5].